From a dataset of Forward reaction prediction with 1.9M reactions from USPTO patents (1976-2016). Predict the product of the given reaction. (1) Given the reactants [NH2:1][C:2]([CH3:10])([CH3:9])[CH2:3][NH:4][CH2:5][CH:6](O)[CH3:7].[CH:11](Cl)(Cl)Cl.[CH3:15][C:16]([CH3:18])=O.[OH-:19].[Na+].[OH2:21], predict the reaction product. The product is: [OH:19][CH:6]([CH3:7])[CH2:5][N:4]1[CH2:15][C:16]([CH3:18])([CH3:11])[NH:1][C:2]([CH3:10])([CH3:9])[C:3]1=[O:21]. (2) Given the reactants [CH2:1]([O:3][C:4]([N:6]1[C:15]2[C:10](=[N:11][C:12]([O:16][CH3:17])=[CH:13][CH:14]=2)[C@@H:9]([NH:18][C:19]2[N:24]=[C:23]([CH2:25][C:26]3[CH:31]=[C:30]([C:32]([F:35])([F:34])[F:33])[CH:29]=[C:28]([C:36]([F:39])([F:38])[F:37])[CH:27]=3)[C:22]([OH:40])=[CH:21][N:20]=2)[CH2:8][C@H:7]1[CH2:41][CH3:42])=[O:5])[CH3:2].[CH3:43][O:44][C:45]([C:47]1[CH:52]=[CH:51][C:50](B(O)O)=[CH:49][CH:48]=1)=[O:46].C(N(CC)CC)C, predict the reaction product. The product is: [CH2:1]([O:3][C:4]([N:6]1[C:15]2[C:10](=[N:11][C:12]([O:16][CH3:17])=[CH:13][CH:14]=2)[C@@H:9]([NH:18][C:19]2[N:24]=[C:23]([CH2:25][C:26]3[CH:31]=[C:30]([C:32]([F:35])([F:34])[F:33])[CH:29]=[C:28]([C:36]([F:38])([F:39])[F:37])[CH:27]=3)[C:22]([O:40][C:50]3[CH:51]=[CH:52][C:47]([C:45]([O:44][CH3:43])=[O:46])=[CH:48][CH:49]=3)=[CH:21][N:20]=2)[CH2:8][C@H:7]1[CH2:41][CH3:42])=[O:5])[CH3:2]. (3) Given the reactants Br[C:2]1[CH:7]=[CH:6][C:5]([C:8]2[O:9][C:10]([CH3:22])=[C:11]([CH2:13][CH2:14][N:15]3[CH2:20][CH2:19][CH2:18][CH2:17][CH:16]3[CH3:21])[N:12]=2)=[CH:4][CH:3]=1.[CH3:23][S:24]([C:27]1[CH:32]=[CH:31][C:30](B(O)O)=[CH:29][CH:28]=1)(=[O:26])=[O:25].C([O-])([O-])=O.[Na+].[Na+], predict the reaction product. The product is: [CH3:23][S:24]([C:27]1[CH:32]=[CH:31][C:30]([C:2]2[CH:7]=[CH:6][C:5]([C:8]3[O:9][C:10]([CH3:22])=[C:11]([CH2:13][CH2:14][N:15]4[CH2:20][CH2:19][CH2:18][CH2:17][CH:16]4[CH3:21])[N:12]=3)=[CH:4][CH:3]=2)=[CH:29][CH:28]=1)(=[O:26])=[O:25]. (4) Given the reactants [CH3:1][N:2]1[CH2:14][C:13]2[CH:12]=[CH:11][C:10]3[NH:9][C:8](=[O:15])[C:7](=[O:16])[NH:6][C:5]=3[C:4]=2[CH2:3]1.[Cl:17][S:18](O)(=[O:20])=[O:19], predict the reaction product. The product is: [Cl:17][S:18]([C:12]1[C:13]2[CH2:14][N:2]([CH3:1])[CH2:3][C:4]=2[C:5]2[NH:6][C:7](=[O:16])[C:8](=[O:15])[NH:9][C:10]=2[CH:11]=1)(=[O:20])=[O:19]. (5) Given the reactants [H-].[Na+].[F:3][C:4]1[C:9]([C:10]2[CH:15]=[CH:14][CH:13]=[C:12]([CH3:16])[CH:11]=2)=[C:8]([C@H:17]([OH:31])[C@@H:18]2[O:23][CH2:22][CH2:21][N:20]([C:24]([O:26][C:27]([CH3:30])([CH3:29])[CH3:28])=[O:25])[CH2:19]2)[CH:7]=[CH:6][CH:5]=1.BrC[CH2:34][C:35]([O:37][CH2:38][CH3:39])=[O:36], predict the reaction product. The product is: [CH2:38]([O:37][C:35](=[O:36])[CH2:34][O:31][C@@H:17]([C:8]1[CH:7]=[CH:6][CH:5]=[C:4]([F:3])[C:9]=1[C:10]1[CH:15]=[CH:14][CH:13]=[C:12]([CH3:16])[CH:11]=1)[C@@H:18]1[O:23][CH2:22][CH2:21][N:20]([C:24]([O:26][C:27]([CH3:28])([CH3:30])[CH3:29])=[O:25])[CH2:19]1)[CH3:39]. (6) Given the reactants [CH3:1][S:2][C:3]1[CH:13]=[CH:12][C:6]([C:7]([O:9][CH2:10][CH3:11])=[O:8])=[C:5]([O:14][CH2:15][CH3:16])[CH:4]=1.ClC1C=C(C=CC=1)C(OO)=[O:22].C(OCC)(=O)C, predict the reaction product. The product is: [CH2:15]([O:14][C:5]1[CH:4]=[C:3]([S:2]([CH3:1])=[O:22])[CH:13]=[CH:12][C:6]=1[C:7]([O:9][CH2:10][CH3:11])=[O:8])[CH3:16]. (7) Given the reactants [CH2:1]([N:3]1[C:7]2=[N:8][C:9]([CH2:48][CH3:49])=[C:10]([CH2:19][NH:20][C:21]([C:23]3[CH:28]=[CH:27][CH:26]=[C:25]([C:29]([NH:31][CH2:32][C:33]4[CH:34]=[C:35]([C:40]5[CH:45]=[CH:44][CH:43]=[C:42]([CH:46]=O)[CH:41]=5)[C:36]([CH3:39])=[CH:37][CH:38]=4)=[O:30])[CH:24]=3)=[O:22])[C:11]([NH:12][CH:13]3[CH2:18][CH2:17][O:16][CH2:15][CH2:14]3)=[C:6]2[CH:5]=[N:4]1)[CH3:2].[CH3:50][C@@H:51]1[CH2:56][NH:55][CH2:54][C@H:53]([CH3:57])[NH:52]1.C(O)(=O)C.C(O[BH-](OC(=O)C)OC(=O)C)(=O)C.[Na+], predict the reaction product. The product is: [CH2:1]([N:3]1[C:7]2=[N:8][C:9]([CH2:48][CH3:49])=[C:10]([CH2:19][NH:20][C:21]([C:23]3[CH:28]=[CH:27][CH:26]=[C:25]([C:29]([NH:31][CH2:32][C:33]4[CH:34]=[C:35]([C:40]5[CH:45]=[CH:44][CH:43]=[C:42]([CH2:46][N:55]6[CH2:54][C@H:53]([CH3:57])[NH:52][C@H:51]([CH3:50])[CH2:56]6)[CH:41]=5)[C:36]([CH3:39])=[CH:37][CH:38]=4)=[O:30])[CH:24]=3)=[O:22])[C:11]([NH:12][CH:13]3[CH2:14][CH2:15][O:16][CH2:17][CH2:18]3)=[C:6]2[CH:5]=[N:4]1)[CH3:2]. (8) Given the reactants [Br:1][C:2]1[CH:29]=[CH:28][C:27]([F:30])=[CH:26][C:3]=1[O:4][CH:5]1[CH2:10][CH2:9][N:8]([C:11]2[S:12][C:13]3[C:18](Cl)=[N:17][C:16]([S:20][CH2:21][C:22]([OH:24])=[O:23])=[N:15][C:14]=3[N:25]=2)[CH2:7][CH2:6]1.[CH2:31]([OH:35])[CH2:32][CH2:33][OH:34].[OH-].[Na+].OP([O-])(O)=O.[K+], predict the reaction product. The product is: [Br:1][C:2]1[CH:29]=[CH:28][C:27]([F:30])=[CH:26][C:3]=1[O:4][CH:5]1[CH2:10][CH2:9][N:8]([C:11]2[S:12][C:13]3[C:18]([O:34][CH2:33][CH2:32][CH2:31][OH:35])=[N:17][C:16]([S:20][CH2:21][C:22]([OH:24])=[O:23])=[N:15][C:14]=3[N:25]=2)[CH2:7][CH2:6]1. (9) Given the reactants [NH2:1]/[C:2](=[N:21]/O)/[CH:3]([NH:13][C:14](=[O:20])[O:15][C:16]([CH3:19])([CH3:18])[CH3:17])[CH2:4][O:5][CH2:6][C:7]1[CH:12]=[CH:11][CH:10]=[CH:9][CH:8]=1.CO[C:25]([C:27]#[C:28][C:29]([O:31][CH3:32])=[O:30])=[O:26].[C:33]([O:41]C(=O)C1C=CC=CC=1)(=[O:40])[C:34]1[CH:39]=[CH:38][CH:37]=[CH:36][CH:35]=1, predict the reaction product. The product is: [C:33]([O:41][C:27]1[C:28]([C:29]([O:31][CH3:32])=[O:30])=[N:1][C:2]([CH:3]([NH:13][C:14]([O:15][C:16]([CH3:19])([CH3:18])[CH3:17])=[O:20])[CH2:4][O:5][CH2:6][C:7]2[CH:12]=[CH:11][CH:10]=[CH:9][CH:8]=2)=[N:21][C:25]=1[OH:26])(=[O:40])[C:34]1[CH:39]=[CH:38][CH:37]=[CH:36][CH:35]=1. (10) Given the reactants [NH:1]([CH2:5][CH2:6][OH:7])[CH2:2][CH2:3][OH:4].C(N(CC)CC)C.Cl.[F:16][C:17]([F:51])([F:50])[C:18]1[CH:23]=[C:22]([C:24]2[CH:29]=[CH:28][C:27]([C:30]([F:33])([F:32])[F:31])=[CH:26][CH:25]=2)[N:21]=[C:20]([C:34]2[CH:39]=[CH:38][N:37]=[C:36]([C:40]3[CH:41]=[C:42]([S:46](Cl)(=[O:48])=[O:47])[CH:43]=[CH:44][CH:45]=3)[CH:35]=2)[N:19]=1, predict the reaction product. The product is: [OH:4][CH2:3][CH2:2][N:1]([CH2:5][CH2:6][OH:7])[S:46]([C:42]1[CH:43]=[CH:44][CH:45]=[C:40]([C:36]2[CH:35]=[C:34]([C:20]3[N:19]=[C:18]([C:17]([F:16])([F:50])[F:51])[CH:23]=[C:22]([C:24]4[CH:29]=[CH:28][C:27]([C:30]([F:33])([F:31])[F:32])=[CH:26][CH:25]=4)[N:21]=3)[CH:39]=[CH:38][N:37]=2)[CH:41]=1)(=[O:47])=[O:48].